Dataset: Full USPTO retrosynthesis dataset with 1.9M reactions from patents (1976-2016). Task: Predict the reactants needed to synthesize the given product. (1) Given the product [CH3:29][C:30]1([CH3:38])[CH2:34][CH2:33][CH2:32][N:31]1[CH2:35][CH2:36][NH:37][C:6]([C:5]1[CH:9]=[CH:10][C:2]([F:1])=[C:3]([NH:11][C:12]([C:14]2[N:18]3[CH:19]=[CH:20][C:21]([C:23]4[CH:24]=[N:25][N:26]([CH3:28])[CH:27]=4)=[CH:22][C:17]3=[N:16][CH:15]=2)=[O:13])[CH:4]=1)=[O:7], predict the reactants needed to synthesize it. The reactants are: [F:1][C:2]1[CH:10]=[CH:9][C:5]([C:6](O)=[O:7])=[CH:4][C:3]=1[NH:11][C:12]([C:14]1[N:18]2[CH:19]=[CH:20][C:21]([C:23]3[CH:24]=[N:25][N:26]([CH3:28])[CH:27]=3)=[CH:22][C:17]2=[N:16][CH:15]=1)=[O:13].[CH3:29][C:30]1([CH3:38])[CH2:34][CH2:33][CH2:32][N:31]1[CH2:35][CH2:36][NH2:37].C(N(CC)CC)C.C(P1(=O)OP(CCC)(=O)OP(CCC)(=O)O1)CC. (2) The reactants are: [NH2:1][C:2]1[C:7](=[O:8])[N:6]([CH2:9][C:10]2[CH:15]=[CH:14][C:13]([O:16][CH3:17])=[CH:12][C:11]=2[O:18][CH3:19])[CH2:5][CH2:4][C:3]=1[C:20]([O:22][CH2:23][CH3:24])=[O:21].ClC1C(=O)C(C#N)=C(C#N)C(=O)C=1Cl. Given the product [NH2:1][C:2]1[C:7](=[O:8])[N:6]([CH2:9][C:10]2[CH:15]=[CH:14][C:13]([O:16][CH3:17])=[CH:12][C:11]=2[O:18][CH3:19])[CH:5]=[CH:4][C:3]=1[C:20]([O:22][CH2:23][CH3:24])=[O:21], predict the reactants needed to synthesize it. (3) Given the product [CH2:37]([N:34]1[C:30]2=[N:31][C:32]([CH3:33])=[C:27]([CH2:26][NH:25][C:9]([C:6]3[CH:7]=[N:8][C:3]([C:2]([F:1])([F:14])[F:15])=[N:4][CH:5]=3)=[O:11])[C:28]([NH:39][CH:40]3[CH2:41][CH2:42][O:43][CH2:44][CH2:45]3)=[C:29]2[CH:36]=[N:35]1)[CH3:38], predict the reactants needed to synthesize it. The reactants are: [F:1][C:2]([F:15])([F:14])[C:3]1[N:8]=[CH:7][C:6]([C:9]([O:11]CC)=O)=[CH:5][N:4]=1.[OH-].[Na+].Cl.C(Cl)(=O)C(Cl)=O.[NH2:25][CH2:26][C:27]1[C:32]([CH3:33])=[N:31][C:30]2[N:34]([CH2:37][CH3:38])[N:35]=[CH:36][C:29]=2[C:28]=1[NH:39][CH:40]1[CH2:45][CH2:44][O:43][CH2:42][CH2:41]1.CCN(C(C)C)C(C)C. (4) Given the product [OH:15][C:2]1[C:11]([CH3:12])=[CH:10][CH:9]=[C:8]2[C:3]=1[CH:4]=[CH:5][NH:6][C:7]2=[O:13], predict the reactants needed to synthesize it. The reactants are: N[C:2]1[C:11]([CH3:12])=[CH:10][CH:9]=[C:8]2[C:3]=1[CH:4]=[CH:5][NH:6][C:7]2=[O:13].N([O-])=[O:15].[Na+]. (5) The reactants are: [F:1][C:2]1[CH:3]=[C:4]([C:11]([CH3:22])([CH3:21])[CH2:12][C:13]([OH:20])([C:16]([F:19])([F:18])[F:17])[CH:14]=O)[C:5]2[O:9][CH2:8][CH2:7][C:6]=2[CH:10]=1.[NH2:23][C:24]1[CH:33]=[CH:32][CH:31]=[C:30]2[C:25]=1[CH:26]=[CH:27][N:28]([CH3:35])[C:29]2=[O:34].[BH4-].[Na+]. Given the product [F:1][C:2]1[CH:3]=[C:4]([C:11]([CH3:22])([CH3:21])[CH2:12][C:13]([OH:20])([C:16]([F:17])([F:18])[F:19])[CH2:14][NH:23][C:24]2[CH:33]=[CH:32][CH:31]=[C:30]3[C:25]=2[CH:26]=[CH:27][N:28]([CH3:35])[C:29]3=[O:34])[C:5]2[O:9][CH2:8][CH2:7][C:6]=2[CH:10]=1, predict the reactants needed to synthesize it.